Task: Predict the reactants needed to synthesize the given product.. Dataset: Full USPTO retrosynthesis dataset with 1.9M reactions from patents (1976-2016) (1) Given the product [C:1]([SiH2:5][O:6][C:7]([CH3:13])([CH3:12])[C:8]([CH:9]=[N:44][C:18]([O:17][Si:24]([CH3:31])([CH3:30])[CH3:23])=[CH2:19])=[CH2:11])([CH3:4])([CH3:3])[CH3:2], predict the reactants needed to synthesize it. The reactants are: [C:1]([SiH2:5][O:6][C:7]([CH3:13])([CH3:12])[C:8](=[CH2:11])[CH:9]=O)([CH3:4])([CH3:3])[CH3:2].ClC1C=[C:17](C=CC=1)[CH:18]=[O:19].[CH3:23][Si:24]([CH3:31])([CH3:30])N[Si:24]([CH3:31])([CH3:30])[CH3:23].C([Li])CCC.C[Si](Cl)(C)C.C([N:44](CC)CC)C.C(Cl)(=O)C. (2) Given the product [CH:17]([C:6]1[CH:7]=[C:8]([CH:14]([CH3:16])[CH3:15])[CH:9]=[C:10]([CH:11]([CH3:13])[CH3:12])[C:5]=1[C:3]1[N:20]=[C:21]([NH2:23])[S:22][CH:2]=1)([CH3:19])[CH3:18], predict the reactants needed to synthesize it. The reactants are: Br[CH2:2][C:3]([C:5]1[C:10]([CH:11]([CH3:13])[CH3:12])=[CH:9][C:8]([CH:14]([CH3:16])[CH3:15])=[CH:7][C:6]=1[CH:17]([CH3:19])[CH3:18])=O.[NH2:20][C:21]([NH2:23])=[S:22]. (3) Given the product [CH3:47][N:48]([CH3:57])[CH2:49][CH2:3][CH:4]1[CH2:9][CH2:8][CH2:7][CH2:6][N:5]1[C:10]1[N:15]=[CH:14][N:13]=[C:12]([NH:16][C:17]2[CH:18]=[C:19]([CH2:23][S:24]([NH2:27])(=[O:26])=[O:25])[CH:20]=[CH:21][CH:22]=2)[N:11]=1, predict the reactants needed to synthesize it. The reactants are: CO[CH2:3][CH:4]1[CH2:9][CH2:8][CH2:7][CH2:6][N:5]1[C:10]1[N:15]=[CH:14][N:13]=[C:12]([NH:16][C:17]2[CH:18]=[C:19]([CH2:23][S:24]([NH2:27])(=[O:26])=[O:25])[CH:20]=[CH:21][CH:22]=2)[N:11]=1.ClC1N=CN=C(NC2C=C(CS(N)(=O)=O)C=CC=2)N=1.[CH3:47][N:48]([CH3:57])[CH2:49]CC1CCCCN1. (4) The reactants are: [NH:1]1[CH2:5][CH2:4][CH2:3][C@H:2]1[C:6]1[O:10][N:9]=[C:8]([C:11]2[CH:12]=[C:13]([CH:16]=[CH:17][CH:18]=2)[C:14]#[N:15])[N:7]=1.[S:19]1[CH:23]=[CH:22][N:21]=[C:20]1[CH:24]=O.C(O[BH-](OC(=O)C)OC(=O)C)(=O)C.[Na+]. Given the product [S:19]1[CH:23]=[CH:22][N:21]=[C:20]1[CH2:24][N:1]1[CH2:5][CH2:4][CH2:3][C@H:2]1[C:6]1[O:10][N:9]=[C:8]([C:11]2[CH:12]=[C:13]([CH:16]=[CH:17][CH:18]=2)[C:14]#[N:15])[N:7]=1, predict the reactants needed to synthesize it. (5) Given the product [CH3:14][O:13][C:9]1[C:8]([O:15][CH3:16])=[C:7]([O:17][CH3:18])[CH:6]=[C:5]2[C:10]=1[CH:11]=[CH:12][C:3]([CH2:2][N:19]1[CH2:25][CH2:24][CH2:23][N:22]([CH2:2][C:3]3[CH:12]=[CH:11][C:10]4[C:5](=[CH:6][C:7]([O:17][CH3:18])=[C:8]([O:15][CH3:16])[C:9]=4[O:13][CH3:14])[N:4]=3)[CH2:21][CH2:20]1)=[N:4]2, predict the reactants needed to synthesize it. The reactants are: Cl[CH2:2][C:3]1[CH:12]=[CH:11][C:10]2[C:5](=[CH:6][C:7]([O:17][CH3:18])=[C:8]([O:15][CH3:16])[C:9]=2[O:13][CH3:14])[N:4]=1.[NH:19]1[CH2:25][CH2:24][CH2:23][NH:22][CH2:21][CH2:20]1. (6) Given the product [CH:4]1[C:5](/[CH:6]=[C:14]2\[C:13]([NH:12][C:11]([S:10]\2)=[O:16])=[O:15])=[CH:8][CH:9]=[C:2]([OH:1])[CH:3]=1, predict the reactants needed to synthesize it. The reactants are: [OH:1][C:2]1[CH:9]=[CH:8][C:5]([CH:6]=O)=[CH:4][CH:3]=1.[S:10]1[CH2:14][C:13](=[O:15])[NH:12][C:11]1=[O:16].CO.O. (7) Given the product [Br:12][C:7]1[S:8][C:4]2[CH:3]=[N:2][N:1]([C:9](=[O:11])[CH3:10])[C:5]=2[CH:6]=1, predict the reactants needed to synthesize it. The reactants are: [N:1]1([C:9](=[O:11])[CH3:10])[C:5]2[CH:6]=[CH:7][S:8][C:4]=2[CH:3]=[N:2]1.[Br:12]N1C(=O)CCC1=O. (8) Given the product [CH:1]1([NH:6][C:7]2[N:12]=[C:11]([C:13]3[N:17]4[CH:18]=[C:19]([N:31]5[CH2:36][CH2:35][O:34][CH2:33][CH2:32]5)[CH:20]=[C:21]([N:31]5[CH2:36][CH2:35][O:34][CH2:33][CH2:32]5)[C:16]4=[N:15][C:14]=3[C:24]3[CH:29]=[CH:28][C:27]([F:30])=[CH:26][CH:25]=3)[CH:10]=[CH:9][N:8]=2)[CH2:5][CH2:4][CH2:3][CH2:2]1, predict the reactants needed to synthesize it. The reactants are: [CH:1]1([NH:6][C:7]2[N:12]=[C:11]([C:13]3[N:17]4[CH:18]=[C:19](Br)[CH:20]=[C:21](Br)[C:16]4=[N:15][C:14]=3[C:24]3[CH:29]=[CH:28][C:27]([F:30])=[CH:26][CH:25]=3)[CH:10]=[CH:9][N:8]=2)[CH2:5][CH2:4][CH2:3][CH2:2]1.[NH:31]1[CH2:36][CH2:35][O:34][CH2:33][CH2:32]1.